From a dataset of Catalyst prediction with 721,799 reactions and 888 catalyst types from USPTO. Predict which catalyst facilitates the given reaction. (1) The catalyst class is: 415. Reactant: [N+:1]([C:4]1[CH:9]=[CH:8][C:7]([N:10]2[CH2:15][CH2:14][CH:13]([C:16]([O:18][CH2:19][CH3:20])=[O:17])[CH2:12][CH2:11]2)=[CH:6][CH:5]=1)([O-])=O.[NH4+].[Cl-].CCOC(C)=O. Product: [NH2:1][C:4]1[CH:9]=[CH:8][C:7]([N:10]2[CH2:11][CH2:12][CH:13]([C:16]([O:18][CH2:19][CH3:20])=[O:17])[CH2:14][CH2:15]2)=[CH:6][CH:5]=1. (2) Reactant: [CH2:1]=[CH:2][CH:3]=[CH2:4].[CH2:5]=[CH:6][C:7]1[CH:12]=[CH:11][CH:10]=[CH:9][CH:8]=1.[Li]CCCC.C1(C(C2C=CC=CC=2)=C)C=CC=CC=1.N#N.Cl[Sn](Cl)(Cl)Cl. Product: [CH2:1]=[CH:2][CH:3]=[CH2:4].[CH2:5]=[CH:6][C:7]1[CH:12]=[CH:11][CH:10]=[CH:9][CH:8]=1. The catalyst class is: 81. (3) Reactant: [CH2:1]1[O:3][CH:2]1[CH2:4][OH:5].[C:6](OC(C)(C)C)(=[O:11])[CH2:7][C:8]([CH3:10])=[O:9]. Product: [C:6]([O:5][CH2:4][CH:2]1[O:3][CH2:1]1)(=[O:11])[CH2:7][C:8]([CH3:10])=[O:9]. The catalyst class is: 11. (4) The catalyst class is: 14. Product: [Cl:1][C:2]1[CH:25]=[CH:24][CH:23]=[CH:22][C:3]=1[O:4][C:5]1[CH:14]=[C:13]2[C:8]([C:9]([OH:21])=[C:10]([C:17]([NH:26][CH2:27][C:28]([CH3:35])([CH3:34])[C:29]([O:31][CH2:32][CH3:33])=[O:30])=[O:18])[N:11]=[C:12]2[C:15]#[N:16])=[CH:7][CH:6]=1. Reactant: [Cl:1][C:2]1[CH:25]=[CH:24][CH:23]=[CH:22][C:3]=1[O:4][C:5]1[CH:14]=[C:13]2[C:8]([C:9]([OH:21])=[C:10]([C:17](OC)=[O:18])[N:11]=[C:12]2[C:15]#[N:16])=[CH:7][CH:6]=1.[NH2:26][CH2:27][C:28]([CH3:35])([CH3:34])[C:29]([O:31][CH2:32][CH3:33])=[O:30]. (5) Reactant: Br[C:2]1[CH:3]=[C:4]([CH:8]([NH:14][C:15]([C@@H:17]2[CH2:22][CH2:21][CH2:20][N:19]([C:23](=[O:39])[CH2:24][CH2:25][CH:26]3[CH2:31][CH2:30][N:29]([C:32]([O:34][C:35]([CH3:38])([CH3:37])[CH3:36])=[O:33])[CH2:28][CH2:27]3)[CH2:18]2)=[O:16])[CH2:9][C:10]([O:12][CH3:13])=[O:11])[CH:5]=[N:6][CH:7]=1.[OH:40][C:41]1[CH:42]=[C:43](B(O)O)[CH:44]=[CH:45][CH:46]=1.[F-].[K+]. Product: [OH:40][C:41]1[CH:46]=[C:45]([C:2]2[CH:3]=[C:4]([CH:8]([NH:14][C:15]([C@@H:17]3[CH2:22][CH2:21][CH2:20][N:19]([C:23](=[O:39])[CH2:24][CH2:25][CH:26]4[CH2:27][CH2:28][N:29]([C:32]([O:34][C:35]([CH3:37])([CH3:36])[CH3:38])=[O:33])[CH2:30][CH2:31]4)[CH2:18]3)=[O:16])[CH2:9][C:10]([O:12][CH3:13])=[O:11])[CH:5]=[N:6][CH:7]=2)[CH:44]=[CH:43][CH:42]=1. The catalyst class is: 460. (6) Reactant: CS(O[C:6]1[CH:7]=[C:8]([CH:14]=[CH:15][CH:16]=1)[C:9]([O:11][CH2:12][CH3:13])=[O:10])(=O)=O.[F:17][C:18]([F:27])([F:26])[C:19]1[CH:25]=[CH:24][C:22]([NH2:23])=[CH:21][CH:20]=1.C([O-])([O-])=O.[K+].[K+]. Product: [F:17][C:18]([F:26])([F:27])[C:19]1[CH:20]=[CH:21][C:22]([NH:23][C:6]2[CH:7]=[C:8]([CH:14]=[CH:15][CH:16]=2)[C:9]([O:11][CH2:12][CH3:13])=[O:10])=[CH:24][CH:25]=1. The catalyst class is: 218. (7) Reactant: [C:1]([CH2:4][CH2:5][C:6]([N+:17]([O-:19])=[O:18])([CH2:12][CH2:13][C:14]([OH:16])=[O:15])[CH2:7][CH2:8][C:9]([OH:11])=[O:10])([OH:3])=[O:2].FC(F)(F)C(O[C:25]1[C:30]([F:31])=[C:29]([F:32])[C:28]([F:33])=[C:27]([F:34])[C:26]=1[F:35])=O. Product: [N+:17]([C:6]([CH2:5][CH2:4][C:1](=[O:3])[O:2][C:25]1[C:26]([F:35])=[C:27]([F:34])[C:28]([F:33])=[C:29]([F:32])[C:30]=1[F:31])([CH2:12][CH2:13][C:14]([O:16][C:25]1[C:26]([F:35])=[C:27]([F:34])[C:28]([F:33])=[C:29]([F:32])[C:30]=1[F:31])=[O:15])[CH2:7][CH2:8][C:9]([O:11][C:25]1[C:26]([F:35])=[C:27]([F:34])[C:28]([F:33])=[C:29]([F:32])[C:30]=1[F:31])=[O:10])([O-:19])=[O:18]. The catalyst class is: 2.